Dataset: Forward reaction prediction with 1.9M reactions from USPTO patents (1976-2016). Task: Predict the product of the given reaction. The product is: [Cl:1][C:2]1[CH:3]=[CH:4][C:5]([C:8]2[N:9]=[C:10]3[C:24](=[O:25])[O:26][C:21](=[O:22])[C:11]3=[N:12][C:13]=2[C:14]2[CH:19]=[CH:18][C:17]([CH3:20])=[CH:16][CH:15]=2)=[CH:6][CH:7]=1. Given the reactants [Cl:1][C:2]1[CH:7]=[CH:6][C:5]([C:8]2[N:9]=[C:10]([C:24]([OH:26])=[O:25])[C:11]([C:21](O)=[O:22])=[N:12][C:13]=2[C:14]2[CH:19]=[CH:18][C:17]([CH3:20])=[CH:16][CH:15]=2)=[CH:4][CH:3]=1.C(Cl)(=O)C, predict the reaction product.